Task: Predict the reactants needed to synthesize the given product.. Dataset: Full USPTO retrosynthesis dataset with 1.9M reactions from patents (1976-2016) (1) Given the product [F:26][C:27]1[CH:32]=[CH:31][C:30]([O:36][CH3:37])=[C:29]([C:2]2[CH:7]=[CH:6][N:5]=[CH:4][C:3]=2[N:8]([CH3:25])[C:9](=[O:24])[C:10]2[CH:15]=[C:14]([C:16]([F:19])([F:18])[F:17])[CH:13]=[C:12]([C:20]([F:23])([F:22])[F:21])[CH:11]=2)[CH:28]=1, predict the reactants needed to synthesize it. The reactants are: Br[C:2]1[CH:7]=[CH:6][N:5]=[CH:4][C:3]=1[N:8]([CH3:25])[C:9](=[O:24])[C:10]1[CH:15]=[C:14]([C:16]([F:19])([F:18])[F:17])[CH:13]=[C:12]([C:20]([F:23])([F:22])[F:21])[CH:11]=1.[F:26][C:27]1[CH:28]=[CH:29][C:30]([O:36][CH3:37])=[C:31](B(O)O)[CH:32]=1.C(=O)([O-])[O-].[K+].[K+]. (2) Given the product [Cl:1][CH2:2][CH:3]([CH2:14][Cl:15])[O:4][C:5]1[C:6]([N+:11]([O-:13])=[O:12])=[C:7]([CH2:17][S:18]([C:21]2[C:30]3[C:25](=[CH:26][CH:27]=[CH:28][CH:29]=3)[CH:24]=[CH:23][CH:22]=2)(=[O:19])=[O:20])[CH:8]=[CH:9][CH:10]=1, predict the reactants needed to synthesize it. The reactants are: [Cl:1][CH2:2][CH:3]([CH2:14][Cl:15])[O:4][C:5]1[CH:10]=[CH:9][CH:8]=[CH:7][C:6]=1[N+:11]([O-:13])=[O:12].Cl[CH2:17][S:18]([C:21]1[C:30]2[C:25](=[CH:26][CH:27]=[CH:28][CH:29]=2)[CH:24]=[CH:23][CH:22]=1)(=[O:20])=[O:19].CC(C)([O-])C.[K+].Cl. (3) The reactants are: [CH3:1][NH:2][CH3:3].[F:4][C:5]1[CH:13]=[C:12]2[C:8]([C:9]([C:19](=[O:25])[CH2:20][C:21](OC)=[O:22])=[C:10]([C:15]([O:17][CH3:18])=[O:16])[N:11]2[CH3:14])=[CH:7][CH:6]=1. Given the product [CH3:1][N:2]([CH3:3])[C:21](=[O:22])[CH2:20][C:19]([C:9]1[C:8]2[C:12](=[CH:13][C:5]([F:4])=[CH:6][CH:7]=2)[N:11]([CH3:14])[C:10]=1[C:15]([O:17][CH3:18])=[O:16])=[O:25], predict the reactants needed to synthesize it. (4) Given the product [Br:1][C:2]1[CH:9]=[C:6]([CH2:7][N:12]([CH3:13])[CH3:11])[CH:5]=[N:4][CH:3]=1, predict the reactants needed to synthesize it. The reactants are: [Br:1][C:2]1[CH:3]=[N:4][CH:5]=[C:6]([CH:9]=1)[CH:7]=O.Cl.[CH3:11][NH:12][CH3:13].C(N(CC)CC)C.C(O[BH-](OC(=O)C)OC(=O)C)(=O)C.[Na+]. (5) Given the product [CH:20]([O:19][C:17]([O:4][C:3]1[CH:5]=[CH:6][CH:7]=[CH:8][C:2]=1[CH:1]=[O:9])=[O:18])([CH3:22])[CH3:21], predict the reactants needed to synthesize it. The reactants are: [CH:1](=[O:9])[C:2]1[C:3](=[CH:5][CH:6]=[CH:7][CH:8]=1)[OH:4].N1C=CC=CC=1.Cl[C:17]([O:19][CH:20]([CH3:22])[CH3:21])=[O:18].C1(C)C=CC=CC=1.C(=O)=O.CC(C)=O. (6) Given the product [CH2:16]([O:12][C:11]1[CH:13]=[CH:14][C:6](/[CH:5]=[CH:4]/[C:3]([O:2][CH3:1])=[O:15])=[CH:7][C:8]=1[O:9][CH3:10])[CH2:17][CH2:18][CH3:19], predict the reactants needed to synthesize it. The reactants are: [CH3:1][O:2][C:3](=[O:15])/[CH:4]=[CH:5]/[C:6]1[CH:14]=[CH:13][C:11]([OH:12])=[C:8]([O:9][CH3:10])[CH:7]=1.[CH2:16](Br)[CH2:17][CH2:18][CH3:19].C(=O)([O-])[O-].[K+].[K+]. (7) Given the product [CH2:28]([O:27][C:25]([N:22]1[CH2:23][CH2:24][CH:19]([N:1]2[C:2]3[C:11](=[CH:10][CH:9]=[C:4]([C:5]([O:7][CH3:8])=[O:6])[CH:3]=3)[CH:12]=[CH:13]2)[CH2:20][CH2:21]1)=[O:26])[C:29]1[CH:30]=[CH:31][CH:32]=[CH:33][CH:34]=1, predict the reactants needed to synthesize it. The reactants are: [NH2:1][C:2]1[CH:3]=[C:4]([CH:9]=[CH:10][C:11]=1[CH2:12][CH:13](OC)OC)[C:5]([O:7][CH3:8])=[O:6].O=[C:19]1[CH2:24][CH2:23][N:22]([C:25]([O:27][CH2:28][C:29]2[CH:34]=[CH:33][CH:32]=[CH:31][CH:30]=2)=[O:26])[CH2:21][CH2:20]1.C(O[BH-](OC(=O)C)OC(=O)C)(=O)C.[Na+].O. (8) Given the product [F:1][C:2]([F:14])([F:13])[C:3]1[CH:8]=[CH:7][CH:6]=[CH:5][C:4]=1[S:9]([NH:15][C:16]1[S:20][C:19]2[CH2:21][CH2:22][CH2:23][CH2:24][C:18]=2[C:17]=1[C:25]([O:27][CH2:28][CH3:29])=[O:26])(=[O:11])=[O:10], predict the reactants needed to synthesize it. The reactants are: [F:1][C:2]([F:14])([F:13])[C:3]1[CH:8]=[CH:7][CH:6]=[CH:5][C:4]=1[S:9](Cl)(=[O:11])=[O:10].[NH2:15][C:16]1[S:20][C:19]2[CH2:21][CH2:22][CH2:23][CH2:24][C:18]=2[C:17]=1[C:25]([O:27][CH2:28][CH3:29])=[O:26]. (9) Given the product [Br:9][CH2:8][C:2](=[O:1])/[CH:3]=[CH:4]/[C:5]([OH:7])=[O:6], predict the reactants needed to synthesize it. The reactants are: [O:1]=[C:2]([CH3:8])/[CH:3]=[CH:4]/[C:5]([OH:7])=[O:6].[Br-:9].[Br-].[Br-].C(CC[P+](C1C=CC=CC=1)(C1C=CC=CC=1)C1C=CC=CC=1)(O)=O.C(CC[P+](C1C=CC=CC=1)(C1C=CC=CC=1)C1C=CC=CC=1)(O)=O.C(CC[P+](C1C=CC=CC=1)(C1C=CC=CC=1)C1C=CC=CC=1)(O)=O. (10) Given the product [Cl:19][C:14]1[CH:15]=[CH:16][CH:17]=[CH:18][C:13]=1[S:10]([C@H:8]1[CH2:7][N:6]([C:20]2[N:24]([CH2:25][CH2:26][N:27]3[CH2:32][CH2:31][O:30][CH2:29][CH2:28]3)[N:23]=[C:22]([CH3:33])[CH:21]=2)[C@H:5]([C:3]([OH:4])=[O:2])[CH2:9]1)(=[O:11])=[O:12], predict the reactants needed to synthesize it. The reactants are: C[O:2][C:3]([C@@H:5]1[CH2:9][C@@H:8]([S:10]([C:13]2[CH:18]=[CH:17][CH:16]=[CH:15][C:14]=2[Cl:19])(=[O:12])=[O:11])[CH2:7][N:6]1[C:20]1[N:24]([CH2:25][CH2:26][N:27]2[CH2:32][CH2:31][O:30][CH2:29][CH2:28]2)[N:23]=[C:22]([CH3:33])[CH:21]=1)=[O:4].[OH-].[Li+].